Dataset: Full USPTO retrosynthesis dataset with 1.9M reactions from patents (1976-2016). Task: Predict the reactants needed to synthesize the given product. (1) Given the product [C:41]1([C:50]2[CH:51]=[CH:52][CH:53]=[CH:54][CH:55]=2)[CH:42]=[CH:43][CH:44]=[CH:45][C:46]=1[C:24]1[CH:25]=[CH:26][C:27]2[N:40]=[C:31]3[C:32]4[CH:33]=[CH:34][CH:35]=[CH:36][C:37]=4[CH:38]=[CH:39][N:30]3[C:28]=2[CH:29]=1, predict the reactants needed to synthesize it. The reactants are: C1(C)C=CC=CC=1P(C1C=CC=CC=1C)C1C=CC=CC=1C.Br[C:24]1[CH:25]=[CH:26][C:27]2[N:40]=[C:31]3[C:32]4[CH:33]=[CH:34][CH:35]=[CH:36][C:37]=4[CH:38]=[CH:39][N:30]3[C:28]=2[CH:29]=1.[C:41]1([C:50]2[CH:55]=[CH:54][CH:53]=[CH:52][CH:51]=2)[C:42](B(O)O)=[CH:43][CH:44]=[CH:45][CH:46]=1.P([O-])([O-])([O-])=O.[K+].[K+].[K+]. (2) Given the product [CH2:23]([O:22][C:20](=[O:21])[C:19]([C:9]([C:3]1[C:2]([Cl:1])=[CH:7][C:6]([Cl:8])=[CH:5][N:4]=1)=[O:11])=[CH:18][N:17]([CH3:25])[CH3:16])[CH3:24], predict the reactants needed to synthesize it. The reactants are: [Cl:1][C:2]1[C:3]([C:9]([OH:11])=O)=[N:4][CH:5]=[C:6]([Cl:8])[CH:7]=1.S(Cl)(Cl)=O.[CH3:16][N:17]([CH3:25])[CH:18]=[CH:19][C:20]([O:22][CH2:23][CH3:24])=[O:21].C(N(CC)CC)C. (3) Given the product [ClH:23].[F:1][C:2]1[CH:3]=[C:4]([CH:19]=[C:20]([F:22])[CH:21]=1)[CH2:5][CH:6]1[CH2:7][CH2:8][NH:9][CH2:10][CH2:11]1, predict the reactants needed to synthesize it. The reactants are: [F:1][C:2]1[CH:3]=[C:4]([CH:19]=[C:20]([F:22])[CH:21]=1)[CH2:5][CH:6]1[CH2:11][CH2:10][N:9](C(OC(C)(C)C)=O)[CH2:8][CH2:7]1.[ClH:23]. (4) Given the product [CH3:5][N:6]([CH2:17][C:18]1[N:22]([CH2:23][C:24]([NH:32][CH2:33][C:34]2[CH:39]=[CH:38][N:37]=[CH:36][CH:35]=2)=[O:25])[C:21]2[CH:28]=[CH:29][CH:30]=[CH:31][C:20]=2[N:19]=1)[CH:7]1[C:16]2[N:15]=[CH:14][CH:13]=[CH:12][C:11]=2[CH2:10][CH2:9][CH2:8]1, predict the reactants needed to synthesize it. The reactants are: C[Al](C)C.[CH3:5][N:6]([CH2:17][C:18]1[N:22]([CH2:23][C:24](OC)=[O:25])[C:21]2[CH:28]=[CH:29][CH:30]=[CH:31][C:20]=2[N:19]=1)[CH:7]1[C:16]2[N:15]=[CH:14][CH:13]=[CH:12][C:11]=2[CH2:10][CH2:9][CH2:8]1.[NH2:32][CH2:33][C:34]1[CH:39]=[CH:38][N:37]=[CH:36][CH:35]=1. (5) Given the product [CH2:1]([O:8][C:9]1[CH:14]=[CH:13][C:12]([C@@H:21]2[CH2:22][CH2:23][C:19](=[O:24])[CH2:20]2)=[CH:11][C:10]=1[F:18])[C:2]1[CH:7]=[CH:6][CH:5]=[CH:4][CH:3]=1, predict the reactants needed to synthesize it. The reactants are: [CH2:1]([O:8][C:9]1[CH:14]=[CH:13][C:12](B(O)O)=[CH:11][C:10]=1[F:18])[C:2]1[CH:7]=[CH:6][CH:5]=[CH:4][CH:3]=1.[C:19]1(=[O:24])[CH2:23][CH2:22][CH:21]=[CH:20]1. (6) Given the product [CH3:23][C:13]1[S:14][C:15]([C:16]2[CH:17]=[C:18]([CH3:22])[CH:19]=[CH:20][CH:21]=2)=[C:11]([C:9]([N:8]2[CH2:7][C@H:6]3[C@H:4]([CH2:5]3)[C@H:3]2[CH2:2][NH:1][C:33]([C:29]2[C:28]3[O:24][CH2:25][CH2:26][C:27]=3[CH:32]=[CH:31][CH:30]=2)=[O:34])=[O:10])[N:12]=1, predict the reactants needed to synthesize it. The reactants are: [NH2:1][CH2:2][C@H:3]1[N:8]([C:9]([C:11]2[N:12]=[C:13]([CH3:23])[S:14][C:15]=2[C:16]2[CH:17]=[C:18]([CH3:22])[CH:19]=[CH:20][CH:21]=2)=[O:10])[CH2:7][C@H:6]2[C@@H:4]1[CH2:5]2.[O:24]1[C:28]2[C:29]([C:33](O)=[O:34])=[CH:30][CH:31]=[CH:32][C:27]=2[CH2:26][CH2:25]1. (7) Given the product [F:9][C:10]1[CH:11]=[C:12]([C:45]2[CH:50]=[CH:49][CH:48]=[CH:47][C:46]=2[C:51]2[NH:53][C:4](=[O:7])[O:5][N:52]=2)[CH:13]=[C:14]([F:44])[C:15]=1[CH2:16][N:17]1[C:22]2[S:23][C:24]([CH2:26][C:27]([F:30])([F:29])[F:28])=[CH:25][C:21]=2[C:20](=[O:31])[N:19]([CH2:32][C:33]([C:35]2[CH:40]=[CH:39][CH:38]=[CH:37][C:36]=2[O:41][CH3:42])=[O:34])[C:18]1=[O:43], predict the reactants needed to synthesize it. The reactants are: [Cl-].O[NH3+].[C:4](=[O:7])([O-])[OH:5].[Na+].[F:9][C:10]1[CH:11]=[C:12]([C:45]2[C:46]([C:51]#[N:52])=[CH:47][CH:48]=[CH:49][CH:50]=2)[CH:13]=[C:14]([F:44])[C:15]=1[CH2:16][N:17]1[C:22]2[S:23][C:24]([CH2:26][C:27]([F:30])([F:29])[F:28])=[CH:25][C:21]=2[C:20](=[O:31])[N:19]([CH2:32][C:33]([C:35]2[CH:40]=[CH:39][CH:38]=[CH:37][C:36]=2[O:41][CH3:42])=[O:34])[C:18]1=[O:43].[N:53]12CCCN=C1CCCCC2.